From a dataset of Full USPTO retrosynthesis dataset with 1.9M reactions from patents (1976-2016). Predict the reactants needed to synthesize the given product. Given the product [C:44]([C:48]1[CH:65]=[CH:64][C:51]([CH2:52][N:53]([CH2:54][CH2:55][C:56]2[C:57]([Cl:63])=[CH:58][CH:59]=[CH:60][C:61]=2[Cl:62])[C:10]([C:8]2[CH:7]=[CH:6][CH:5]=[C:4]3[C:9]=2[NH:1][CH:2]=[CH:3]3)=[O:12])=[CH:50][CH:49]=1)([CH3:47])([CH3:45])[CH3:46], predict the reactants needed to synthesize it. The reactants are: [NH:1]1[C:9]2[C:4](=[CH:5][CH:6]=[CH:7][C:8]=2[C:10]([OH:12])=O)[CH:3]=[CH:2]1.CN(C(ON1N=NC2C=CC=CC1=2)=[N+](C)C)C.[B-](F)(F)(F)F.C(N(CC)C(C)C)(C)C.[C:44]([C:48]1[CH:65]=[CH:64][C:51]([CH2:52][NH:53][CH2:54][CH2:55][C:56]2[C:61]([Cl:62])=[CH:60][CH:59]=[CH:58][C:57]=2[Cl:63])=[CH:50][CH:49]=1)([CH3:47])([CH3:46])[CH3:45].